Dataset: CYP2C9 inhibition data for predicting drug metabolism from PubChem BioAssay. Task: Regression/Classification. Given a drug SMILES string, predict its absorption, distribution, metabolism, or excretion properties. Task type varies by dataset: regression for continuous measurements (e.g., permeability, clearance, half-life) or binary classification for categorical outcomes (e.g., BBB penetration, CYP inhibition). Dataset: cyp2c9_veith. The molecule is COc1ccccc1CN1CCC2(CCNCC2)CC1. The result is 0 (non-inhibitor).